This data is from Forward reaction prediction with 1.9M reactions from USPTO patents (1976-2016). The task is: Predict the product of the given reaction. Given the reactants [Cl:1][C:2]1[CH:10]=[C:9]2[C:5]([C:6]([C:12]3[N:17]=[C:16]4[C:18]([C:29]([NH:31][CH2:32][CH:33]5[CH2:35][CH2:34]5)=[O:30])=[CH:19][N:20](COCC[Si](C)(C)C)[C:15]4=[N:14][CH:13]=3)=[N:7][N:8]2[CH3:11])=[CH:4][CH:3]=1.C(O)(C(F)(F)F)=O.C(N)CN, predict the reaction product. The product is: [Cl:1][C:2]1[CH:10]=[C:9]2[C:5]([C:6]([C:12]3[N:17]=[C:16]4[C:18]([C:29]([NH:31][CH2:32][CH:33]5[CH2:34][CH2:35]5)=[O:30])=[CH:19][NH:20][C:15]4=[N:14][CH:13]=3)=[N:7][N:8]2[CH3:11])=[CH:4][CH:3]=1.